This data is from Reaction yield outcomes from USPTO patents with 853,638 reactions. The task is: Predict the reaction yield, written as a fraction of the theoretical maximum amount of product (1.0 means a 100% yield; for example, 0.34 means a 34% yield). (1) The yield is 0.790. The product is [NH2:3][C@:2]([CH3:1])([CH2:8][CH2:9][C:10]1[NH:11][C:12]([C:15](=[O:26])[CH2:16][CH2:17][CH2:18][CH2:19][C:20]2[CH:21]=[CH:22][CH:23]=[CH:24][CH:25]=2)=[CH:13][CH:14]=1)[CH2:6][OH:5]. The reactants are [CH3:1][C@@:2]1([CH2:8][CH2:9][C:10]2[NH:11][C:12]([C:15](=[O:26])[CH2:16][CH2:17][CH2:18][CH2:19][C:20]3[CH:25]=[CH:24][CH:23]=[CH:22][CH:21]=3)=[CH:13][CH:14]=2)[CH2:6][O:5]C(=O)[NH:3]1.CO.O1CCCC1.[OH-].[Na+]. The catalyst is O. (2) The yield is 0.620. The product is [Cl:1][C:2]1[CH:7]=[CH:6][C:5]([C:8]2[C:13]([C:14]([NH:29][CH3:27])=[O:15])=[CH:12][N:11]=[CH:10][CH:9]=2)=[C:4]([F:17])[CH:3]=1. The catalyst is ClCCl.CN(C=O)C. The reactants are [Cl:1][C:2]1[CH:7]=[CH:6][C:5]([C:8]2[C:13]([C:14](O)=[O:15])=[CH:12][N:11]=[CH:10][CH:9]=2)=[C:4]([F:17])[CH:3]=1.C(Cl)(=O)C(Cl)=O.Cl.CN.[CH2:27]([N:29](CC)CC)C.